From a dataset of Full USPTO retrosynthesis dataset with 1.9M reactions from patents (1976-2016). Predict the reactants needed to synthesize the given product. (1) Given the product [C:1]([O:5][C:6](=[O:7])[NH:8][C:9]([CH3:29])([CH3:28])[CH2:10][C:11]1[C:19]2[C:14](=[C:15]([C:40]3[CH:41]=[CH:42][C:43]([C:45]([F:48])([F:46])[F:47])=[CH:44][C:39]=3[C:38]([F:37])([F:52])[F:53])[CH:16]=[CH:17][CH:18]=2)[NH:13][CH:12]=1)([CH3:3])([CH3:2])[CH3:4], predict the reactants needed to synthesize it. The reactants are: [C:1]([O:5][C:6]([NH:8][C:9]([CH3:29])([CH3:28])[CH2:10][C:11]1[C:19]2[C:14](=[C:15](OS(C(F)(F)F)(=O)=O)[CH:16]=[CH:17][CH:18]=2)[NH:13][CH:12]=1)=[O:7])([CH3:4])([CH3:3])[CH3:2].C(N(CC)CC)C.[F:37][C:38]([F:53])([F:52])[C:39]1[CH:44]=[C:43]([C:45]([F:48])([F:47])[F:46])[CH:42]=[CH:41][C:40]=1B(O)O. (2) Given the product [F:14][CH:2]([F:1])[O:3][C:4]1[N:5]=[CH:6][C:7]([CH2:8][OH:9])=[CH:12][CH:13]=1, predict the reactants needed to synthesize it. The reactants are: [F:1][CH:2]([F:14])[O:3][C:4]1[CH:13]=[CH:12][C:7]([C:8](OC)=[O:9])=[CH:6][N:5]=1.CC(C[AlH]CC(C)C)C.[OH-].[Na+].C([O-])(O)=O.[Na+]. (3) Given the product [CH3:21][O:22][CH2:23][O:1][C:2]1[CH:3]=[C:4]([CH:8]=[CH:9][C:10]=1[CH3:11])[C:5]([OH:7])=[O:6], predict the reactants needed to synthesize it. The reactants are: [OH:1][C:2]1[CH:3]=[C:4]([CH:8]=[CH:9][C:10]=1[CH3:11])[C:5]([OH:7])=[O:6].C(N(C(C)C)CC)(C)C.[CH3:21][O:22][CH2:23]Cl.